From a dataset of Full USPTO retrosynthesis dataset with 1.9M reactions from patents (1976-2016). Predict the reactants needed to synthesize the given product. (1) Given the product [CH3:1][O:2][C:3]([C:5]1[S:6][C:7]([C:29]2[CH:30]=[C:31]3[CH:37]=[CH:36][NH:35][C:32]3=[N:33][CH:34]=2)=[CH:8][C:9]=1[O:10][CH:11]([C:13]1[CH:18]=[CH:17][CH:16]=[CH:15][C:14]=1[Cl:19])[CH3:12])=[O:4], predict the reactants needed to synthesize it. The reactants are: [CH3:1][O:2][C:3]([C:5]1[S:6][C:7](Br)=[CH:8][C:9]=1[O:10][CH:11]([C:13]1[CH:18]=[CH:17][CH:16]=[CH:15][C:14]=1[Cl:19])[CH3:12])=[O:4].CC1(C)C(C)(C)OB([C:29]2[CH:30]=[C:31]3[CH:37]=[CH:36][NH:35][C:32]3=[N:33][CH:34]=2)O1.C([O-])([O-])=O.[K+].[K+]. (2) Given the product [NH2:1][C:2]([NH:4][C:5]1[S:6][C:7]([C:11]2[CH:12]=[C:13]([NH:17][C:18]([C:19]3[CH:24]=[CH:44][C:35]4[C:34](=[CH:43][CH:38]=[CH:37][CH:36]=4)[CH:20]=3)=[O:33])[CH:14]=[CH:15][CH:16]=2)=[C:8]([CH3:10])[N:9]=1)=[NH:3], predict the reactants needed to synthesize it. The reactants are: [NH2:1][C:2]([NH:4][C:5]1[S:6][C:7]([C:11]2[CH:12]=[C:13]([NH:17][C:18](=[O:33])[C:19]3[CH:24]=CC(OCC4C=CC=CC=4)=C[CH:20]=3)[CH:14]=[CH:15][CH:16]=2)=[C:8]([CH3:10])[N:9]=1)=[NH:3].[CH:34]1[C:43]2[C:38](=CC=CC=2)[CH:37]=[CH:36][C:35]=1[C:44](Cl)=O. (3) Given the product [Cl:1][C:2]1[CH:7]=[CH:6][C:5]([CH:8]2[CH:13]([O:14][CH2:15][C:16]3[CH:25]=[CH:24][C:23]4[C:18](=[CH:19][CH:20]=[CH:21][CH:22]=4)[CH:17]=3)[CH2:12][NH:11][CH2:10][CH:9]2[CH:33]([CH2:36][CH3:37])[CH2:34][CH3:35])=[CH:4][CH:3]=1, predict the reactants needed to synthesize it. The reactants are: [Cl:1][C:2]1[CH:7]=[CH:6][C:5]([CH:8]2[CH:13]([O:14][CH2:15][C:16]3[CH:25]=[CH:24][C:23]4[C:18](=[CH:19][CH:20]=[CH:21][CH:22]=4)[CH:17]=3)[CH2:12][N:11](C(OC(C)(C)C)=O)[CH2:10][CH:9]2[CH:33]([CH2:36][CH3:37])[CH2:34][CH3:35])=[CH:4][CH:3]=1. (4) Given the product [CH3:1][N:2]1[C:6]2[CH:7]=[CH:8][C:9]([N+:11]([O-:13])=[O:12])=[CH:10][C:5]=2[N:4]=[C:3]1[N:14]([C:15]1[CH:16]=[CH:17][CH:18]=[CH:19][CH:20]=1)[C:27](=[O:28])[O:29][C:30]([CH3:33])([CH3:32])[CH3:31], predict the reactants needed to synthesize it. The reactants are: [CH3:1][N:2]1[C:6]2[CH:7]=[CH:8][C:9]([N+:11]([O-:13])=[O:12])=[CH:10][C:5]=2[N:4]=[C:3]1[NH:14][C:15]1[CH:20]=[CH:19][CH:18]=[CH:17][CH:16]=1.C(=O)([O-])[O-].[Cs+].[Cs+].[C:27](O[C:27]([O:29][C:30]([CH3:33])([CH3:32])[CH3:31])=[O:28])([O:29][C:30]([CH3:33])([CH3:32])[CH3:31])=[O:28]. (5) Given the product [CH2:1]([NH:8][C:9]1[C:18]2[C:17]([CH3:19])=[N:16][CH:15]=[N:14][C:13]=2[N:12]([OH:20])[C:11](=[O:28])[CH:10]=1)[C:2]1[CH:7]=[CH:6][CH:5]=[CH:4][CH:3]=1, predict the reactants needed to synthesize it. The reactants are: [CH2:1]([NH:8][C:9]1[C:18]2[C:17]([CH3:19])=[N:16][CH:15]=[N:14][C:13]=2[N:12]([O:20]CC2C=CC=CC=2)[C:11](=[O:28])[CH:10]=1)[C:2]1[CH:7]=[CH:6][CH:5]=[CH:4][CH:3]=1.[H][H]. (6) Given the product [CH3:28][N:29]([CH3:45])[C:30]1[N:35]=[CH:34][C:33]([C:2]2[N:3]=[C:4]([N:22]3[CH2:27][CH2:26][O:25][CH2:24][CH2:23]3)[C:5]3[S:10][C:9]([CH2:11][N:12]4[CH2:17][CH2:16][N:15]([S:18]([CH3:21])(=[O:20])=[O:19])[CH2:14][CH2:13]4)=[CH:8][C:6]=3[N:7]=2)=[CH:32][N:31]=1, predict the reactants needed to synthesize it. The reactants are: Cl[C:2]1[N:3]=[C:4]([N:22]2[CH2:27][CH2:26][O:25][CH2:24][CH2:23]2)[C:5]2[S:10][C:9]([CH2:11][N:12]3[CH2:17][CH2:16][N:15]([S:18]([CH3:21])(=[O:20])=[O:19])[CH2:14][CH2:13]3)=[CH:8][C:6]=2[N:7]=1.[CH3:28][N:29]([CH3:45])[C:30]1[N:35]=[CH:34][C:33](B2OC(C)(C)C(C)(C)O2)=[CH:32][N:31]=1. (7) Given the product [Cl:1][C:2]1[CH:19]=[CH:18][C:5]([O:6][C:7]2[C:12]([F:13])=[CH:11][C:10]([NH2:14])=[CH:9][C:8]=2[F:17])=[CH:4][CH:3]=1, predict the reactants needed to synthesize it. The reactants are: [Cl:1][C:2]1[CH:19]=[CH:18][C:5]([O:6][C:7]2[C:12]([F:13])=[CH:11][C:10]([N+:14]([O-])=O)=[CH:9][C:8]=2[F:17])=[CH:4][CH:3]=1.C1(C)C=CC=CC=1.C([O-])(=O)C.[NH4+].